From a dataset of Full USPTO retrosynthesis dataset with 1.9M reactions from patents (1976-2016). Predict the reactants needed to synthesize the given product. Given the product [CH3:44][C:45]1[CH:46]=[C:47]([C:50]2[NH:54][C:53]([C:55]3[CH:56]=[C:57]([NH:62][C:63](=[O:80])[C:64]4[CH:69]=[CH:68][C:67]([N:70]5[CH2:71][C@@H:72]([CH3:78])[N:73]([CH3:77])[C@@H:74]([CH3:76])[CH2:75]5)=[CH:66][C:65]=4[Cl:2])[CH:58]=[CH:59][C:60]=3[Cl:61])=[N:52][CH:51]=2)[S:48][CH:49]=1, predict the reactants needed to synthesize it. The reactants are: Cl.[Cl:2]C1C=CC([N+]([O-])=O)=CC=1C(=N)N.BrCC(C1SC(Cl)=CC=1)=O.BrCC(C1C=CSC=1)=O.BrC(C)C(C1SC=CC=1)=O.[CH3:44][C:45]1[CH:46]=[C:47]([C:50]2[NH:54][C:53]([C:55]3[CH:56]=[C:57]([NH:62][C:63](=[O:80])[C:64]4[CH:69]=[CH:68][C:67]([N:70]5[CH2:75][C@@H:74]([CH3:76])[N:73]([CH3:77])[C@@H:72]([CH3:78])[CH2:71]5)=[CH:66][C:65]=4C)[CH:58]=[CH:59][C:60]=3[Cl:61])=[N:52][CH:51]=2)[S:48][CH:49]=1.